From a dataset of Full USPTO retrosynthesis dataset with 1.9M reactions from patents (1976-2016). Predict the reactants needed to synthesize the given product. (1) Given the product [Br:1][C:2]1[CH:7]=[C:6]([C:40]2[CH:41]=[CH:36][CH:37]=[C:38]([N:42]3[C:43]4[CH:44]=[CH:45][CH:46]=[CH:47][C:48]=4[C:49]4[C:54]3=[CH:53][CH:52]=[CH:51][CH:50]=4)[CH:39]=2)[CH:5]=[C:4]([Si:9]([C:10]2[CH:15]=[CH:14][CH:13]=[CH:12][CH:11]=2)([C:16]2[CH:21]=[CH:20][CH:19]=[CH:18][CH:17]=2)[C:22]2[CH:27]=[CH:26][CH:25]=[CH:24][CH:23]=2)[CH:3]=1, predict the reactants needed to synthesize it. The reactants are: [Br:1][C:2]1[CH:3]=[C:4]([Si:9]([C:22]2[CH:27]=[CH:26][CH:25]=[CH:24][CH:23]=2)([C:16]2[CH:21]=[CH:20][CH:19]=[CH:18][CH:17]=2)[C:10]2[CH:15]=[CH:14][CH:13]=[CH:12][CH:11]=2)[CH:5]=[C:6](Br)[CH:7]=1.CC1(C)C(C)(C)OB([C:36]2[CH:37]=[C:38]([N:42]3[C:54]4[CH:53]=[CH:52][CH:51]=[CH:50][C:49]=4[C:48]4[C:43]3=[CH:44][CH:45]=[CH:46][CH:47]=4)[CH:39]=[CH:40][CH:41]=2)O1.C([O-])([O-])=O.[K+].[K+]. (2) Given the product [ClH:1].[CH3:28][O:27][C:25]1[CH:24]=[C:22]([CH:21]=[C:20]([O:19][CH3:18])[CH:26]=1)[NH:23][C:2]1[CH:7]=[C:6]([C:8]([F:11])([F:10])[F:9])[N:5]=[C:4]([C:12]2[CH:13]=[N:14][CH:15]=[CH:16][CH:17]=2)[N:3]=1, predict the reactants needed to synthesize it. The reactants are: [Cl:1][C:2]1[CH:7]=[C:6]([C:8]([F:11])([F:10])[F:9])[N:5]=[C:4]([C:12]2[CH:13]=[N:14][CH:15]=[CH:16][CH:17]=2)[N:3]=1.[CH3:18][O:19][C:20]1[CH:21]=[C:22]([CH:24]=[C:25]([O:27][CH3:28])[CH:26]=1)[NH2:23]. (3) Given the product [CH3:2][O:3][C:4]1[CH:13]=[C:12]2[C:7]([CH:8]=[CH:9][C:10](=[O:19])[N:11]2[CH2:14][CH:15]=[CH2:16])=[CH:6][CH:5]=1, predict the reactants needed to synthesize it. The reactants are: [I-].[CH3:2][O:3][C:4]1[CH:13]=[C:12]2[C:7]([CH:8]=[CH:9][CH:10]=[N+:11]2[CH2:14][CH:15]=[CH2:16])=[CH:6][CH:5]=1.[OH-].[K+].[O:19]1CCOCC1. (4) The reactants are: COC(C1C=C(OC2C=CC(S(C)(=O)=O)=CC=2)C=C2OC(C)CC=12)=O.[C:26]([O:30][C:31]([C:33]1[CH:44]=[C:43]([OH:45])[C:36]2[CH2:37][C:38]([CH2:41][OH:42])([CH3:40])[O:39][C:35]=2[CH:34]=1)=[O:32])([CH3:29])([CH3:28])[CH3:27].[F:46][C:47]1[CH:57]=[C:56](F)[CH:55]=[CH:54][C:48]=1[C:49]([N:51]([CH3:53])[CH3:52])=[O:50]. Given the product [C:26]([O:30][C:31]([C:33]1[CH:44]=[C:43]([O:45][C:56]2[CH:55]=[CH:54][C:48]([C:49](=[O:50])[N:51]([CH3:53])[CH3:52])=[C:47]([F:46])[CH:57]=2)[C:36]2[CH2:37][C:38]([CH2:41][OH:42])([CH3:40])[O:39][C:35]=2[CH:34]=1)=[O:32])([CH3:27])([CH3:28])[CH3:29], predict the reactants needed to synthesize it.